The task is: Regression. Given a peptide amino acid sequence and an MHC pseudo amino acid sequence, predict their binding affinity value. This is MHC class I binding data.. This data is from Peptide-MHC class I binding affinity with 185,985 pairs from IEDB/IMGT. (1) The peptide sequence is NLITCNDHY. The MHC is HLA-A01:01 with pseudo-sequence HLA-A01:01. The binding affinity (normalized) is 0.0847. (2) The peptide sequence is TVEAGRTLR. The MHC is HLA-A68:01 with pseudo-sequence HLA-A68:01. The binding affinity (normalized) is 0.763. (3) The peptide sequence is LLDPLYFEV. The MHC is HLA-B58:01 with pseudo-sequence HLA-B58:01. The binding affinity (normalized) is 0.0847.